From a dataset of Retrosynthesis with 50K atom-mapped reactions and 10 reaction types from USPTO. Predict the reactants needed to synthesize the given product. (1) Given the product CC[C@](OC(=O)c1ccc([N+](=O)[O-])cc1)(c1cn(Cc2ccc3c(-c4ccccc4)cc(C#N)nc3c2)nn1)C(F)(F)F, predict the reactants needed to synthesize it. The reactants are: C#CC(CC)(OC(=O)c1ccc([N+](=O)[O-])cc1)C(F)(F)F.N#Cc1cc(-c2ccccc2)c2ccc(CN=[N+]=[N-])cc2n1. (2) Given the product CCCCCCCCCCO, predict the reactants needed to synthesize it. The reactants are: CCCCCCCCCC(=O)OCC. (3) Given the product CN(C)C(=O)n1nc(-c2ccccc2)c2nc(-c3ccc(B4OC(C)(C)C(C)(C)O4)cc3)n(-c3ccc(Cl)cc3)c(=O)c21, predict the reactants needed to synthesize it. The reactants are: CC1(C)OB(c2ccc(-c3nc4c(-c5ccccc5)n[nH]c4c(=O)n3-c3ccc(Cl)cc3)cc2)OC1(C)C.CN(C)C(=O)Cl. (4) Given the product CCC(C)C(=O)O, predict the reactants needed to synthesize it. The reactants are: Oc1ccc(-c2ccccc2)cc1. (5) The reactants are: CN.Cc1cc(C(=O)O)ncc1C(c1cc(F)ccc1F)S(=O)(=O)c1ccc(F)cc1. Given the product CNC(=O)c1cc(C)c(C(c2cc(F)ccc2F)S(=O)(=O)c2ccc(F)cc2)cn1, predict the reactants needed to synthesize it. (6) Given the product Cn1cc(C#Cc2ccc(NC(=O)C3COCCN3C(=O)C(NC(=O)N3CCOCC3)c3ccccc3)cc2)c(-c2cc(Cl)ccc2O)n1, predict the reactants needed to synthesize it. The reactants are: Cn1cc(C#Cc2ccc(NC(=O)C3COCCN3C(=O)C(N)c3ccccc3)cc2)c(-c2cc(Cl)ccc2O)n1.O=C(Cl)N1CCOCC1.